From a dataset of Forward reaction prediction with 1.9M reactions from USPTO patents (1976-2016). Predict the product of the given reaction. (1) Given the reactants [Cl:1][C:2]1[CH:7]=[C:6]([C:8](=[O:10])[CH3:9])[CH:5]=[CH:4][N:3]=1.[BrH:11].BrBr, predict the reaction product. The product is: [BrH:11].[Br:11][CH2:9][C:8]([C:6]1[CH:5]=[CH:4][N:3]=[C:2]([Cl:1])[CH:7]=1)=[O:10]. (2) Given the reactants [CH:1]1([CH2:4][O:5][C:6]2[CH:11]=[C:10]([F:12])[C:9]([O:13][CH3:14])=[CH:8][C:7]=2[C:15]2[C:16]3[N:23]([CH2:24][O:25][CH2:26][CH2:27][Si:28]([CH3:31])([CH3:30])[CH3:29])[C:22]([CH3:32])=[C:21]([C:33](O)=[O:34])[C:17]=3[N:18]=[CH:19][N:20]=2)[CH2:3][CH2:2]1.[NH2:36][C@@H:37]1[CH2:42][CH2:41][C@H:40]([NH:43][C:44](=[O:50])[O:45][C:46]([CH3:49])([CH3:48])[CH3:47])[CH2:39][CH2:38]1, predict the reaction product. The product is: [CH:1]1([CH2:4][O:5][C:6]2[CH:11]=[C:10]([F:12])[C:9]([O:13][CH3:14])=[CH:8][C:7]=2[C:15]2[C:16]3[N:23]([CH2:24][O:25][CH2:26][CH2:27][Si:28]([CH3:30])([CH3:29])[CH3:31])[C:22]([CH3:32])=[C:21]([C:33]([NH:36][C@@H:37]4[CH2:42][CH2:41][C@H:40]([NH:43][C:44](=[O:50])[O:45][C:46]([CH3:47])([CH3:49])[CH3:48])[CH2:39][CH2:38]4)=[O:34])[C:17]=3[N:18]=[CH:19][N:20]=2)[CH2:3][CH2:2]1. (3) The product is: [CH3:3][CH:2]([OH:10])[CH2:1][OH:7].[CH3:3][C:4]([OH:6])=[O:5].[CH3:8][OH:10].[CH2:13]([C:12]([OH:11])=[O:14])[CH2:3][C:4]([OH:6])=[O:5]. Given the reactants [C:1]1(=[O:7])[O:6][C:4](=[O:5])[CH2:3][CH2:2]1.[C:8]([O:11][C:12](=[O:14])[CH3:13])(=[O:10])C, predict the reaction product.